From a dataset of Catalyst prediction with 721,799 reactions and 888 catalyst types from USPTO. Predict which catalyst facilitates the given reaction. Reactant: [C:1]([C:3]1[N:7](COCC[Si](C)(C)C)[N:6]=[C:5]2[CH2:16][N:17](C(OC(C)(C)C)=O)[CH2:18][C:4]=12)#[N:2].Cl. Product: [N:6]1[NH:7][C:3]([C:1]#[N:2])=[C:4]2[CH2:18][NH:17][CH2:16][C:5]=12. The catalyst class is: 14.